Dataset: HIV replication inhibition screening data with 41,000+ compounds from the AIDS Antiviral Screen. Task: Binary Classification. Given a drug SMILES string, predict its activity (active/inactive) in a high-throughput screening assay against a specified biological target. (1) The molecule is O=C(c1cc2ccccc2o1)N(Cc1ccccc1)c1ccccc1. The result is 0 (inactive). (2) The molecule is Nn1c(NN=C2C(=O)Nc3ccccc32)n[nH]c1=S. The result is 0 (inactive). (3) The drug is Clc1ccc(OC2CCO2)cc1Cl. The result is 0 (inactive). (4) The molecule is CCCCN(CCCC)C(=O)C(=O)CC(=O)c1ccc(Br)cc1. The result is 0 (inactive). (5) The drug is O=C(O)Cc1sc(=O)[nH]c1O. The result is 0 (inactive).